From a dataset of Forward reaction prediction with 1.9M reactions from USPTO patents (1976-2016). Predict the product of the given reaction. (1) Given the reactants [Cl:1][C:2]1[CH:3]=[C:4]([C:9]2[C:14]([C:15]3[CH:16]=[CH:17][C:18]4[N:19]=[CH:20][NH:21][C:22](=O)[C:23]=4[N:24]=3)=[CH:13][CH:12]=[CH:11][N:10]=2)[CH:5]=[CH:6][C:7]=1[F:8].[N:26]1P(Cl)(Cl)=NP(Cl)(Cl)=NP(Cl)(Cl)=NP=1(Cl)Cl.CCN(C(C)C)C(C)C.N, predict the reaction product. The product is: [Cl:1][C:2]1[CH:3]=[C:4]([C:9]2[C:14]([C:15]3[CH:16]=[CH:17][C:18]4[N:19]=[CH:20][N:21]=[C:22]([NH2:26])[C:23]=4[N:24]=3)=[CH:13][CH:12]=[CH:11][N:10]=2)[CH:5]=[CH:6][C:7]=1[F:8]. (2) Given the reactants C1COCC1.[CH3:6][O:7][C:8]1[CH:13]=[CH:12][C:11]([CH2:14][C:15](O)=[O:16])=[CH:10][CH:9]=1, predict the reaction product. The product is: [CH3:6][O:7][C:8]1[CH:13]=[CH:12][C:11]([CH2:14][CH2:15][OH:16])=[CH:10][CH:9]=1. (3) The product is: [CH3:33][C:31]1[CH:32]=[C:27]([CH3:26])[N:28]=[C:29]([C:34]2[CH:35]=[CH:36][C:37]([C:17]3[CH:16]=[CH:15][C:14]([C:12]4[N:13]=[C:8]([C:5]5[CH:6]=[CH:7][CH:2]=[CH:3][CH:4]=5)[N:9]=[C:10]([C:20]5[CH:25]=[CH:24][CH:23]=[CH:22][CH:21]=5)[N:11]=4)=[CH:19][CH:18]=3)=[CH:38][CH:39]=2)[N:30]=1. Given the reactants Br[C:2]1[CH:7]=[CH:6][C:5]([C:8]2[N:13]=[C:12]([C:14]3[CH:19]=[CH:18][CH:17]=[CH:16][CH:15]=3)[N:11]=[C:10]([C:20]3[CH:25]=[CH:24][CH:23]=[CH:22][CH:21]=3)[N:9]=2)=[CH:4][CH:3]=1.[CH3:26][C:27]1[CH:32]=[C:31]([CH3:33])[N:30]=[C:29]([C:34]2[CH:39]=[CH:38][C:37](B3OC(C)(C)C(C)(C)O3)=[CH:36][CH:35]=2)[N:28]=1.C(P)(C)(C)C.[OH-].[Na+], predict the reaction product. (4) Given the reactants [C:1]([NH:5][C:6]([C:8]1[C:16]2[C:11](=[N:12][CH:13]=[C:14]([NH:17][C:18]3[CH:23]=[CH:22][C:21]([CH3:24])=[CH:20][C:19]=3[CH3:25])[N:15]=2)[N:10](COCC[Si](C)(C)C)[CH:9]=1)=[O:7])([CH3:4])([CH3:3])[CH3:2].FC(F)(F)C(O)=O, predict the reaction product. The product is: [C:1]([NH:5][C:6]([C:8]1[C:16]2[C:11](=[N:12][CH:13]=[C:14]([NH:17][C:18]3[CH:23]=[CH:22][C:21]([CH3:24])=[CH:20][C:19]=3[CH3:25])[N:15]=2)[NH:10][CH:9]=1)=[O:7])([CH3:4])([CH3:3])[CH3:2]. (5) Given the reactants C([O-])(=O)C.[K+].Br[C:7]1[CH:20]=[CH:19][C:10]([O:11][Si:12]([C:15]([CH3:18])([CH3:17])[CH3:16])([CH3:14])[CH3:13])=[CH:9][C:8]=1[O:21][CH3:22].[CH3:23][C:24]1([CH3:40])[C:28]([CH3:30])([CH3:29])[O:27][B:26]([B:26]2[O:27][C:28]([CH3:30])([CH3:29])[C:24]([CH3:40])([CH3:23])[O:25]2)[O:25]1.CCN(C(C)C)C(C)C.C([Si](Cl)(C)C)(C)(C)C, predict the reaction product. The product is: [C:15]([Si:12]([O:11][C:10]1[CH:19]=[CH:20][C:7]([B:26]2[O:27][C:28]([CH3:30])([CH3:29])[C:24]([CH3:40])([CH3:23])[O:25]2)=[C:8]([O:21][CH3:22])[CH:9]=1)([CH3:14])[CH3:13])([CH3:18])([CH3:17])[CH3:16]. (6) Given the reactants [NH2:1][C:2]1[N:10]=[C:9]2[C:5]([NH:6][CH:7]=[N:8]2)=[C:4]([I:11])[N:3]=1.Br[CH2:13][C:14]([O:16][CH2:17][CH3:18])=[O:15].C(=O)([O-])[O-].[K+].[K+], predict the reaction product. The product is: [CH2:17]([O:16][C:14](=[O:15])[CH2:13][N:8]1[CH:7]=[N:6][C:5]2[C:9]1=[N:10][C:2]([NH2:1])=[N:3][C:4]=2[I:11])[CH3:18]. (7) Given the reactants [C:1]([O:5][C:6](=[O:25])[N:7]([CH:9]1[CH2:14][CH2:13][CH2:12][CH:11]([C:15]2[C:23]3[C:18](=[CH:19][CH:20]=[C:21]([NH2:24])[CH:22]=3)[NH:17][CH:16]=2)[CH2:10]1)[CH3:8])([CH3:4])([CH3:3])[CH3:2].I.[S:27]1[CH:31]=[CH:30][CH:29]=[C:28]1[C:32](SC)=[NH:33], predict the reaction product. The product is: [CH3:8][N:7]([CH:9]1[CH2:14][CH2:13][CH2:12][CH:11]([C:15]2[C:23]3[C:18](=[CH:19][CH:20]=[C:21]([NH:24][C:32]([C:28]4[S:27][CH:31]=[CH:30][CH:29]=4)=[NH:33])[CH:22]=3)[NH:17][CH:16]=2)[CH2:10]1)[C:6](=[O:25])[O:5][C:1]([CH3:4])([CH3:2])[CH3:3].